From a dataset of NCI-60 drug combinations with 297,098 pairs across 59 cell lines. Regression. Given two drug SMILES strings and cell line genomic features, predict the synergy score measuring deviation from expected non-interaction effect. (1) Drug 1: C1C(C(OC1N2C=NC3=C(N=C(N=C32)Cl)N)CO)O. Drug 2: CNC(=O)C1=NC=CC(=C1)OC2=CC=C(C=C2)NC(=O)NC3=CC(=C(C=C3)Cl)C(F)(F)F. Cell line: COLO 205. Synergy scores: CSS=29.7, Synergy_ZIP=0.0703, Synergy_Bliss=-3.99, Synergy_Loewe=-34.8, Synergy_HSA=-5.06. (2) Drug 1: CC1=C2C(C(=O)C3(C(CC4C(C3C(C(C2(C)C)(CC1OC(=O)C(C(C5=CC=CC=C5)NC(=O)OC(C)(C)C)O)O)OC(=O)C6=CC=CC=C6)(CO4)OC(=O)C)OC)C)OC. Drug 2: CC1C(C(CC(O1)OC2CC(CC3=C2C(=C4C(=C3O)C(=O)C5=C(C4=O)C(=CC=C5)OC)O)(C(=O)C)O)N)O.Cl. Cell line: SF-295. Synergy scores: CSS=52.5, Synergy_ZIP=9.20, Synergy_Bliss=3.16, Synergy_Loewe=-5.47, Synergy_HSA=8.27. (3) Drug 1: C1=NC2=C(N1)C(=S)N=CN2. Drug 2: C1C(C(OC1N2C=NC3=C2NC=NCC3O)CO)O. Cell line: TK-10. Synergy scores: CSS=30.0, Synergy_ZIP=2.58, Synergy_Bliss=4.07, Synergy_Loewe=-10.3, Synergy_HSA=1.73. (4) Drug 1: C(=O)(N)NO. Drug 2: CC1C(C(CC(O1)OC2CC(CC3=C2C(=C4C(=C3O)C(=O)C5=C(C4=O)C(=CC=C5)OC)O)(C(=O)CO)O)N)O.Cl. Cell line: KM12. Synergy scores: CSS=25.1, Synergy_ZIP=-0.223, Synergy_Bliss=3.63, Synergy_Loewe=-10.0, Synergy_HSA=1.53. (5) Drug 1: C1CCN(CC1)CCOC2=CC=C(C=C2)C(=O)C3=C(SC4=C3C=CC(=C4)O)C5=CC=C(C=C5)O. Drug 2: CC12CCC3C(C1CCC2=O)CC(=C)C4=CC(=O)C=CC34C. Cell line: OVCAR-8. Synergy scores: CSS=60.7, Synergy_ZIP=0.252, Synergy_Bliss=1.67, Synergy_Loewe=1.95, Synergy_HSA=1.77.